Dataset: Peptide-MHC class I binding affinity with 185,985 pairs from IEDB/IMGT. Task: Regression. Given a peptide amino acid sequence and an MHC pseudo amino acid sequence, predict their binding affinity value. This is MHC class I binding data. The peptide sequence is LSISNDKNSI. The MHC is H-2-Db with pseudo-sequence H-2-Db. The binding affinity (normalized) is 0.871.